This data is from Forward reaction prediction with 1.9M reactions from USPTO patents (1976-2016). The task is: Predict the product of the given reaction. Given the reactants [NH2:1][C:2]1[S:3][C:4]([Br:14])=[CH:5][C:6]=1[C:7]([O:9][C:10]([CH3:13])([CH3:12])[CH3:11])=[O:8].[N:15]([C:18]1[C:23]([CH3:24])=[CH:22][C:21]([CH3:25])=[CH:20][C:19]=1[CH3:26])=[C:16]=[O:17].C(N(CC)CC)C, predict the reaction product. The product is: [Br:14][C:4]1[S:3][C:2]([NH:1][C:16]([NH:15][C:18]2[C:19]([CH3:26])=[CH:20][C:21]([CH3:25])=[CH:22][C:23]=2[CH3:24])=[O:17])=[C:6]([C:7]([O:9][C:10]([CH3:11])([CH3:13])[CH3:12])=[O:8])[CH:5]=1.